This data is from Forward reaction prediction with 1.9M reactions from USPTO patents (1976-2016). The task is: Predict the product of the given reaction. (1) Given the reactants [C:1]([C:5]1[N:10]=[C:9]([N:11]2[CH2:16][CH2:15][N:14]([CH2:17][CH2:18][CH2:19][CH2:20][NH2:21])[CH2:13][CH2:12]2)[CH:8]=[C:7]([C:22]([F:25])([F:24])[F:23])[N:6]=1)([CH3:4])([CH3:3])[CH3:2].C1N=CN([C:31](N2C=NC=C2)=[O:32])C=1.[Cl:38][C:39]1[CH:44]=[CH:43][C:42]([N:45]2[CH2:50][CH2:49][NH:48][CH2:47][CH2:46]2)=[CH:41][CH:40]=1, predict the reaction product. The product is: [C:1]([C:5]1[N:10]=[C:9]([N:11]2[CH2:16][CH2:15][N:14]([CH2:17][CH2:18][CH2:19][CH2:20][NH:21][C:31]([N:48]3[CH2:49][CH2:50][N:45]([C:42]4[CH:41]=[CH:40][C:39]([Cl:38])=[CH:44][CH:43]=4)[CH2:46][CH2:47]3)=[O:32])[CH2:13][CH2:12]2)[CH:8]=[C:7]([C:22]([F:24])([F:25])[F:23])[N:6]=1)([CH3:4])([CH3:2])[CH3:3]. (2) The product is: [Cl:13][C:7]1[CH:6]=[CH:5][C:4]([N+:1]([O-:3])=[O:2])=[C:12]([CH:8]=1)[C:36]([N:37]([CH3:39])[CH3:38])=[O:15]. Given the reactants [N+:1]([C:4]1[CH:5]=[CH:6][C:7]([Cl:13])=[C:8]([CH:12]=1)C(O)=O)([O-:3])=[O:2].O.[OH:15]N1C2C=CC=CC=2N=N1.Cl.C(N=C=NC1[C:36]([N:37]([CH3:39])[CH3:38])=CC=CN=1)C.Cl.CNC, predict the reaction product. (3) Given the reactants [NH2:1][C:2]1[C:3]([CH2:8][OH:9])=[N:4][CH:5]=[CH:6][CH:7]=1.[C:10]1([CH2:16][O:17][C:18]2[CH:26]=[CH:25][C:24]([C:27]3[CH:32]=[CH:31][N:30]=[CH:29][CH:28]=3)=[CH:23][C:19]=2[C:20](O)=[O:21])[CH:15]=[CH:14][CH:13]=[CH:12][CH:11]=1.C(Cl)CCl.C1C=CC2N(O)N=NC=2C=1.C(N(CC)CC)C, predict the reaction product. The product is: [OH:9][CH2:8][C:3]1[C:2]([NH:1][C:20](=[O:21])[C:19]2[CH:23]=[C:24]([C:27]3[CH:28]=[CH:29][N:30]=[CH:31][CH:32]=3)[CH:25]=[CH:26][C:18]=2[O:17][CH2:16][C:10]2[CH:11]=[CH:12][CH:13]=[CH:14][CH:15]=2)=[CH:7][CH:6]=[CH:5][N:4]=1.